This data is from Full USPTO retrosynthesis dataset with 1.9M reactions from patents (1976-2016). The task is: Predict the reactants needed to synthesize the given product. (1) Given the product [CH3:15][C@H:10]1[O:11][C@@H:12]([CH3:14])[CH2:13][N:8]([C:5]2[C:4]([CH:16]=[O:17])=[CH:3][C:2]([C:23]3[N:19]([CH3:18])[N:20]=[CH:21][CH:22]=3)=[CH:7][N:6]=2)[CH2:9]1, predict the reactants needed to synthesize it. The reactants are: Br[C:2]1[CH:3]=[C:4]([CH:16]=[O:17])[C:5]([N:8]2[CH2:13][C@@H:12]([CH3:14])[O:11][C@@H:10]([CH3:15])[CH2:9]2)=[N:6][CH:7]=1.[CH3:18][N:19]1[C:23](B2OC(C)(C)C(C)(C)O2)=[CH:22][CH:21]=[N:20]1. (2) Given the product [CH2:5]1[C:6]2[NH:8][C:10]3[CH:18]=[CH:17][CH:16]=[C:12]([C:13]([OH:15])=[O:14])[C:11]=3[C:1]=2[CH2:2][CH2:3][CH2:4]1.[CH2:5]1[C:6]2[NH:8][C:10]3[C:18](=[CH:17][CH:16]=[C:12]([C:13]([OH:15])=[O:14])[CH:11]=3)[C:1]=2[CH2:2][CH2:3][CH2:4]1, predict the reactants needed to synthesize it. The reactants are: [C:1]1(=O)[CH2:6][CH2:5][CH2:4][CH2:3][CH2:2]1.[NH:8]([C:10]1[CH:11]=[C:12]([CH:16]=[CH:17][CH:18]=1)[C:13]([OH:15])=[O:14])N. (3) Given the product [Cl:1][C:2]1[CH:3]=[C:4]([C:8]2[CH:9]=[C:10]3[C:15](=[O:16])[NH:14][CH2:13][CH:12]([CH2:17][C:18]([OH:20])=[O:19])[N:11]3[CH:23]=2)[CH:5]=[CH:6][CH:7]=1, predict the reactants needed to synthesize it. The reactants are: [Cl:1][C:2]1[CH:3]=[C:4]([C:8]2[CH:9]=[C:10]3[C:15](=[O:16])[NH:14][CH2:13][CH:12]([CH2:17][C:18]([O:20]CC)=[O:19])[N:11]3[CH:23]=2)[CH:5]=[CH:6][CH:7]=1.[OH-].[Li+]. (4) Given the product [CH3:1][C:2]1[O:6][N:5]=[C:4]([C:7]2[S:11][C:10]([NH:12][C:19](=[O:22])[CH2:20][CH3:21])=[N:9][C:8]=2[C:13]2[CH:14]=[CH:15][CH:16]=[CH:17][CH:18]=2)[N:3]=1, predict the reactants needed to synthesize it. The reactants are: [CH3:1][C:2]1[O:6][N:5]=[C:4]([C:7]2[S:11][C:10]([NH2:12])=[N:9][C:8]=2[C:13]2[CH:18]=[CH:17][CH:16]=[CH:15][CH:14]=2)[N:3]=1.[C:19](Cl)(=[O:22])[CH2:20][CH3:21]. (5) Given the product [CH3:1][N:2]1[C@@H:18]2[CH2:19][C:7]3=[CH:8][CH:9]=[C:10]([OH:22])[C:11]4[O:12][C@H:13]5[C:14]([CH2:15][CH2:16][C@:17]2([OH:24])[C@:5]5([C:6]=43)[CH2:4][CH2:3]1)=[O:20], predict the reactants needed to synthesize it. The reactants are: [CH3:1][N:2]1[C@@H:18]2[CH2:19][C:7]3[CH:8]=[CH:9][C:10]([OH:22])=[C:11]4[O:12][C@H:13]5[C:14]([O:20]C)=[CH:15][CH:16]=[C:17]2[C@:5]5([C:6]=34)[CH2:4][CH2:3]1.S(=O)(=O)(O)[OH:24]. (6) Given the product [Cl:1][C:2]1[N:7]=[C:6]([NH:8][C:9](=[O:14])[C:10]([CH3:11])([CH3:13])[CH3:12])[C:5]([I:26])=[CH:4][CH:3]=1, predict the reactants needed to synthesize it. The reactants are: [Cl:1][C:2]1[N:7]=[C:6]([NH:8][C:9](=[O:14])[C:10]([CH3:13])([CH3:12])[CH3:11])[CH:5]=[CH:4][CH:3]=1.[Li]C(C)(C)C.CCCCCC.[I:26]I. (7) Given the product [NH:16]1[CH2:17][CH2:18][CH:13]([C:9]2[CH:8]=[CH:7][CH:6]=[C:5]3[C:10]=2[CH:11]=[CH:12][C:3]([C:1]#[N:2])=[CH:4]3)[CH2:14][CH2:15]1, predict the reactants needed to synthesize it. The reactants are: [C:1]([C:3]1[CH:4]=[C:5]2[C:10](=[CH:11][CH:12]=1)[C:9]([CH:13]1[CH2:18][CH2:17][N:16](C(OC(C)(C)C)=O)[CH2:15][CH2:14]1)=[CH:8][CH:7]=[CH:6]2)#[N:2].FC(F)(F)C(O)=O.C(=O)([O-])[O-].[K+].[K+]. (8) Given the product [ClH:19].[CH2:1]([O:3][C:4]([C@:6]1([NH2:11])[CH2:8][C@@H:7]1[CH:9]=[CH2:10])=[O:5])[CH3:2], predict the reactants needed to synthesize it. The reactants are: [CH2:1]([O:3][C:4]([C@:6]1([NH:11]C(OC(C)(C)C)=O)[CH2:8][C@@H:7]1[CH:9]=[CH2:10])=[O:5])[CH3:2].[ClH:19].O1CCOCC1. (9) Given the product [OH:28][C:26]1[C:23]2([CH2:25][CH2:24]2)[O:22][C:20](=[O:21])[C:19]=1[C:16]1[CH:15]=[CH:14][C:13]([O:12][CH2:11][C:2]2[CH:3]=[CH:4][C:5]3[C:10](=[CH:9][CH:8]=[CH:7][CH:6]=3)[N:1]=2)=[CH:18][CH:17]=1, predict the reactants needed to synthesize it. The reactants are: [N:1]1[C:10]2[C:5](=[CH:6][CH:7]=[CH:8][CH:9]=2)[CH:4]=[CH:3][C:2]=1[CH2:11][O:12][C:13]1[CH:18]=[CH:17][C:16]([CH2:19][C:20]([O:22][C:23]2([C:26]([O:28]C)=O)[CH2:25][CH2:24]2)=[O:21])=[CH:15][CH:14]=1.[H-].[Na+].